The task is: Binary Classification. Given a drug SMILES string, predict its activity (active/inactive) in a high-throughput screening assay against a specified biological target.. This data is from Tyrosyl-DNA phosphodiesterase HTS with 341,365 compounds. (1) The molecule is O(c1c(OC)cc(cc1OC)/C=N\n1nnnc1N)C. The result is 0 (inactive). (2) The molecule is Clc1ccc(CNc2n(nc(n2)c2occc2)C(=O)c2cc(OC)c(OC)c(OC)c2)cc1. The result is 0 (inactive). (3) The molecule is o1c2c(cc1C(=O)Nc1nccc(c1)C)cccc2. The result is 0 (inactive). (4) The compound is Clc1cc2N(C(=O)N3CCC(CC3)C(=O)NC(C)C)CCOc2cc1. The result is 0 (inactive). (5) The molecule is S(=O)(=O)(c1nnn2c3c(scc3)c(NC3CCCC3)nc12)c1ccc(cc1)CC. The result is 0 (inactive). (6) The molecule is s1c(C(=O)NC(=S)NCc2ccccc2)ccc1. The result is 0 (inactive). (7) The compound is S(CC(=O)N1CCC(CC1)C)c1oc(nn1)CNC(=O)c1ccc(F)cc1. The result is 0 (inactive). (8) The drug is O=C(NCc1cccnc1)Cn1nc2CCCCc2c1. The result is 0 (inactive).